From a dataset of Full USPTO retrosynthesis dataset with 1.9M reactions from patents (1976-2016). Predict the reactants needed to synthesize the given product. (1) Given the product [CH3:1][C@@:2]([S:21]([CH3:24])(=[O:22])=[O:23])([CH2:8][CH2:9][N:10]1[CH:14]=[C:13]([C:15]2[CH:20]=[CH:19][CH:18]=[CH:17][CH:16]=2)[CH:12]=[N:11]1)[C:3]([OH:5])=[O:4], predict the reactants needed to synthesize it. The reactants are: [CH3:1][C@@:2]([S:21]([CH3:24])(=[O:23])=[O:22])([CH2:8][CH2:9][N:10]1[CH:14]=[C:13]([C:15]2[CH:20]=[CH:19][CH:18]=[CH:17][CH:16]=2)[CH:12]=[N:11]1)[C:3]([O:5]CC)=[O:4].[Li+].[OH-].Cl. (2) Given the product [F:36][C:33]1[CH:32]=[CH:31][C:30]([N:25]2[C:26]3[C:22](=[C:21]([S:18][CH2:17][CH:16]([NH:15][S:12]([C:5]4[C:6]([CH3:11])=[CH:7][C:8]([CH3:10])=[CH:9][C:4]=4[CH3:3])(=[O:13])=[O:14])[CH3:19])[CH:29]=[CH:28][CH:27]=3)[CH:23]=[N:24]2)=[CH:35][CH:34]=1, predict the reactants needed to synthesize it. The reactants are: [H-].[Na+].[CH3:3][C:4]1[CH:9]=[C:8]([CH3:10])[CH:7]=[C:6]([CH3:11])[C:5]=1[S:12]([NH:15][CH:16]([CH3:19])[CH2:17][SH:18])(=[O:14])=[O:13].Br[C:21]1[CH:29]=[CH:28][CH:27]=[C:26]2[C:22]=1[CH:23]=[N:24][N:25]2[C:30]1[CH:35]=[CH:34][C:33]([F:36])=[CH:32][CH:31]=1. (3) Given the product [CH:1]1([C:4]([N:6]2[CH2:10][CH2:9][C@@H:8]([CH2:11][N:12]3[C:16]([C:17]4[CH:22]=[CH:21][C:20]([C:23]5[CH:24]=[CH:25][C:26]([F:29])=[CH:27][CH:28]=5)=[CH:19][CH:18]=4)=[N:15][N:14]([CH2:37][C:38]([OH:39])([CH3:41])[CH3:40])[C:13]3=[O:30])[CH2:7]2)=[O:5])[CH2:3][CH2:2]1, predict the reactants needed to synthesize it. The reactants are: [CH:1]1([C:4]([N:6]2[CH2:10][CH2:9][C@@H:8]([CH2:11][N:12]3[C:16]([C:17]4[CH:22]=[CH:21][C:20]([C:23]5[CH:28]=[CH:27][C:26]([F:29])=[CH:25][CH:24]=5)=[CH:19][CH:18]=4)=[N:15][NH:14][C:13]3=[O:30])[CH2:7]2)=[O:5])[CH2:3][CH2:2]1.C([O-])([O-])=O.[K+].[K+].[CH3:37][C:38]1([CH3:41])[CH2:40][O:39]1. (4) Given the product [NH2:23][C:11]1[CH:10]=[C:9]([O:8][CH2:7][C:6]2[CH:5]=[CH:4][C:3]([O:2][CH3:1])=[CH:27][CH:26]=2)[CH:14]=[CH:13][C:12]=1[S:15][C:16]1[CH:17]=[CH:18][C:19]([OH:22])=[CH:20][CH:21]=1, predict the reactants needed to synthesize it. The reactants are: [CH3:1][O:2][C:3]1[CH:27]=[CH:26][C:6]([CH2:7][O:8][C:9]2[CH:14]=[CH:13][C:12]([S:15][C:16]3[CH:21]=[CH:20][C:19]([OH:22])=[CH:18][CH:17]=3)=[C:11]([N+:23]([O-])=O)[CH:10]=2)=[CH:5][CH:4]=1.[Cl-].[NH4+].O1CCCC1.O. (5) Given the product [Br:13][C:14]1[CH:26]=[C:18]2[C:17](=[CH:16][C:15]=1[F:35])[O:27][C:28]1[CH:29]=[N:30][C:31]([Cl:34])=[CH:32][C:33]=1[C:19]2=[O:20], predict the reactants needed to synthesize it. The reactants are: C([Li])CCC.C(NC(C)C)(C)C.[Br:13][C:14]1[C:15]([F:35])=[CH:16][C:17]([O:27][C:28]2[CH:29]=[N:30][C:31]([Cl:34])=[CH:32][CH:33]=2)=[C:18]([CH:26]=1)[C:19](N(CC)CC)=[O:20].